Dataset: Experimentally validated miRNA-target interactions with 360,000+ pairs, plus equal number of negative samples. Task: Binary Classification. Given a miRNA mature sequence and a target amino acid sequence, predict their likelihood of interaction. (1) The miRNA is hsa-miR-5591-5p with sequence UGGGAGCUAAGCUAUGGGUAU. The protein sequence of the target gene is MACILKRKPVLVVSFIALCILLLAMRLVNDATFPLLLNCFGQPKTKWIPLPYTFRQPLRTHYGYINVRTQEPLQLNCNHCAIVSNSGQMVGQKVGEEIDHASCIWRMNNAPTKGFEEDVGYMTMVRVVSHTSVPLLLKNPDYFFKEASRTIYVIWGPFRNMRKDGNGIVYNMLKKTVDAYPDAQIYVTTEQQMTHCDRVFKDETGKDRVQSGSYLSTGWFTFILAMDACYSIHVYGMINETYCKTEGYRKVPYHYYEQGKDECNEYLLHEHAPYGGHRFITEKKVFAKWAKKHRIVFTHP.... Result: 0 (no interaction). (2) The protein sequence of the target gene is MEFKYLVFIVLCQYLDNTFFSETEAITTEQQSLSTLITPSLYVTTDSQNTAGNALSQTTRFKNISSGQQASPAQITPEQATPAVYVSSSPLTYNITRQAESAVNNSLPQTSPSGFTLTNQPSPSTYNSTGQPPKHLVYTSTQQPPSPAPTSSGKPEVESTHNQPTKSTPTIYLQRDTPPPPPPPLTSEPPSGKGTAHKNNHNAIAAILIGTIIISMLVAILMIILWKYLRKPVLNDQNWAGRSPFADGETPEMCMDNIRESEASTKRASVVSLMTWKPSKSTLLADDLEVKLFESSEHIN.... Result: 1 (interaction). The miRNA is mmu-miR-466f-3p with sequence CAUACACACACACAUACACAC.